This data is from Full USPTO retrosynthesis dataset with 1.9M reactions from patents (1976-2016). The task is: Predict the reactants needed to synthesize the given product. (1) Given the product [Cl:17][CH2:13][C:10]1[CH:11]=[CH:12][C:7]([C:2]([F:6])([F:1])[CH:3]([CH3:5])[CH3:4])=[CH:8][CH:9]=1, predict the reactants needed to synthesize it. The reactants are: [F:1][C:2]([C:7]1[CH:12]=[CH:11][C:10]([CH2:13]O)=[CH:9][CH:8]=1)([F:6])[CH:3]([CH3:5])[CH3:4].S(Cl)([Cl:17])=O. (2) Given the product [Cl:1][C:2]1[CH:8]=[C:6]2[C:5]([C:15]([CH2:16][CH2:17][OH:18])=[C:14]([Si:13]([CH2:19][CH3:20])([CH2:21][CH3:22])[CH2:11][CH3:12])[NH:7]2)=[CH:4][C:3]=1[CH3:10], predict the reactants needed to synthesize it. The reactants are: [Cl:1][C:2]1[C:3]([CH3:10])=[CH:4][C:5](I)=[C:6]([CH:8]=1)[NH2:7].[CH2:11]([Si:13]([CH2:21][CH3:22])([CH2:19][CH3:20])[C:14]#[C:15][CH2:16][CH2:17][OH:18])[CH3:12].[Cl-].[Li+].C(=O)([O-])[O-].[Na+].[Na+]. (3) Given the product [F:1][C:2]1[CH:7]=[CH:6][CH:5]=[C:4]([F:8])[C:3]=1[NH:9][C:10]([C:12]1[Se:13][C:14]([C:27]2[C:19]([CH3:18])=[CH:20][C:21]3[S:25][CH:24]=[N:23][C:22]=3[CH:26]=2)=[CH:15][CH:16]=1)=[O:11], predict the reactants needed to synthesize it. The reactants are: [F:1][C:2]1[CH:7]=[CH:6][CH:5]=[C:4]([F:8])[C:3]=1[NH:9][C:10]([C:12]1[Se:13][C:14](Br)=[CH:15][CH:16]=1)=[O:11].[CH3:18][C:19]1[C:27](B2OC(C)(C)C(C)(C)O2)=[CH:26][C:22]2[N:23]=[CH:24][S:25][C:21]=2[CH:20]=1.C(=O)([O-])[O-].[Na+].[Na+].CC(=O)OCC.[Cl-].[Na+].O. (4) Given the product [C:15]([C:19]1[CH:24]=[CH:23][C:22]([C:3]2[CH:8]=[CH:7][N:6]=[CH:5][CH:4]=2)=[CH:21][CH:20]=1)([CH3:18])([CH3:17])[CH3:16], predict the reactants needed to synthesize it. The reactants are: Cl.Br[C:3]1[CH:8]=[CH:7][N:6]=[CH:5][CH:4]=1.C([O-])([O-])=O.[Na+].[Na+].[C:15]([C:19]1[CH:24]=[CH:23][C:22](B(O)O)=[CH:21][CH:20]=1)([CH3:18])([CH3:17])[CH3:16]. (5) Given the product [Br:8][C:6]1[CH:7]=[C:2]([NH:11][C:12]2[CH:13]=[CH:14][CH:15]=[C:16]([OH:18])[N:17]=2)[C:3](=[O:10])[N:4]([CH3:9])[CH:5]=1, predict the reactants needed to synthesize it. The reactants are: Br[C:2]1[C:3](=[O:10])[N:4]([CH3:9])[CH:5]=[C:6]([Br:8])[CH:7]=1.[NH2:11][C:12]1[N:17]=[C:16]([OH:18])[CH:15]=[CH:14][CH:13]=1.C([O-])([O-])=O.[Cs+].[Cs+].